This data is from Full USPTO retrosynthesis dataset with 1.9M reactions from patents (1976-2016). The task is: Predict the reactants needed to synthesize the given product. Given the product [C:22]1([NH:21][CH2:19][CH:16]2[CH2:17][CH2:18][N:13]([C:10]3[CH:11]=[CH:12][C:7]([CH2:6][N:1]4[CH2:5][CH2:4][CH2:3][CH2:2]4)=[CH:8][CH:9]=3)[CH2:14][CH2:15]2)[CH:27]=[CH:26][CH:25]=[CH:24][CH:23]=1, predict the reactants needed to synthesize it. The reactants are: [N:1]1([CH2:6][C:7]2[CH:12]=[CH:11][C:10]([N:13]3[CH2:18][CH2:17][CH:16]([CH:19]=O)[CH2:15][CH2:14]3)=[CH:9][CH:8]=2)[CH2:5][CH2:4][CH2:3][CH2:2]1.[NH2:21][C:22]1[CH:27]=[CH:26][CH:25]=[CH:24][CH:23]=1.